Dataset: Tox21: 12 toxicity assays (nuclear receptors and stress response pathways). Task: Binary classification across 12 toxicity assays. (1) The molecule is CCOc1ccccc1C(N)=O. It tested positive (active) for: SR-HSE (Heat Shock Element response). (2) The drug is CCCSP(=S)(OCC)Oc1ccc(Cl)cc1Cl. It tested positive (active) for: NR-AhR (Aryl hydrocarbon Receptor agonist activity), and NR-ER (Estrogen Receptor agonist activity). (3) It tested positive (active) for: NR-AR (Androgen Receptor agonist activity). The drug is O=C1CC2CC1C1CCCC21. (4) The compound is c1ccc2[nH]nnc2c1. It tested positive (active) for: SR-HSE (Heat Shock Element response). (5) The drug is Clc1cc2c(cc1Cl)Oc1cc(Cl)c(Cl)cc1O2. It tested positive (active) for: NR-AhR (Aryl hydrocarbon Receptor agonist activity), and SR-ARE (Antioxidant Response Element (oxidative stress)). (6) The drug is COc1ccc2c(c1)C(=O)N(CCc1ccc(S(=O)(=O)NC(=O)NC3CCCCC3)cc1)C(=O)C2(C)C. It tested positive (active) for: SR-ARE (Antioxidant Response Element (oxidative stress)).